This data is from NCI-60 drug combinations with 297,098 pairs across 59 cell lines. The task is: Regression. Given two drug SMILES strings and cell line genomic features, predict the synergy score measuring deviation from expected non-interaction effect. (1) Drug 1: C1CCC(CC1)NC(=O)N(CCCl)N=O. Drug 2: CCCCCOC(=O)NC1=NC(=O)N(C=C1F)C2C(C(C(O2)C)O)O. Cell line: MOLT-4. Synergy scores: CSS=44.3, Synergy_ZIP=1.39, Synergy_Bliss=3.59, Synergy_Loewe=-24.0, Synergy_HSA=3.75. (2) Drug 1: CCC1=CC2CC(C3=C(CN(C2)C1)C4=CC=CC=C4N3)(C5=C(C=C6C(=C5)C78CCN9C7C(C=CC9)(C(C(C8N6C)(C(=O)OC)O)OC(=O)C)CC)OC)C(=O)OC.C(C(C(=O)O)O)(C(=O)O)O. Drug 2: CS(=O)(=O)CCNCC1=CC=C(O1)C2=CC3=C(C=C2)N=CN=C3NC4=CC(=C(C=C4)OCC5=CC(=CC=C5)F)Cl. Cell line: UO-31. Synergy scores: CSS=14.5, Synergy_ZIP=-3.72, Synergy_Bliss=0.449, Synergy_Loewe=2.79, Synergy_HSA=2.99.